Dataset: NCI-60 drug combinations with 297,098 pairs across 59 cell lines. Task: Regression. Given two drug SMILES strings and cell line genomic features, predict the synergy score measuring deviation from expected non-interaction effect. (1) Drug 1: CC1CCC2CC(C(=CC=CC=CC(CC(C(=O)C(C(C(=CC(C(=O)CC(OC(=O)C3CCCCN3C(=O)C(=O)C1(O2)O)C(C)CC4CCC(C(C4)OC)OCCO)C)C)O)OC)C)C)C)OC. Drug 2: CC(C)(C#N)C1=CC(=CC(=C1)CN2C=NC=N2)C(C)(C)C#N. Cell line: NCI-H322M. Synergy scores: CSS=5.26, Synergy_ZIP=-2.84, Synergy_Bliss=-1.32, Synergy_Loewe=-0.540, Synergy_HSA=-0.518. (2) Drug 1: CC12CCC(CC1=CCC3C2CCC4(C3CC=C4C5=CN=CC=C5)C)O. Drug 2: CC1=CC=C(C=C1)C2=CC(=NN2C3=CC=C(C=C3)S(=O)(=O)N)C(F)(F)F. Cell line: NCI/ADR-RES. Synergy scores: CSS=6.51, Synergy_ZIP=-2.95, Synergy_Bliss=2.50, Synergy_Loewe=2.81, Synergy_HSA=2.56. (3) Drug 1: C1=NC2=C(N=C(N=C2N1C3C(C(C(O3)CO)O)O)F)N. Drug 2: C(CCl)NC(=O)N(CCCl)N=O. Cell line: OVCAR-4. Synergy scores: CSS=-1.55, Synergy_ZIP=-0.439, Synergy_Bliss=-0.648, Synergy_Loewe=-3.63, Synergy_HSA=-2.52. (4) Drug 1: CC1=C(C(CCC1)(C)C)C=CC(=CC=CC(=CC(=O)O)C)C. Drug 2: CC1C(C(CC(O1)OC2CC(CC3=C2C(=C4C(=C3O)C(=O)C5=CC=CC=C5C4=O)O)(C(=O)C)O)N)O. Cell line: A498. Synergy scores: CSS=77.0, Synergy_ZIP=1.97, Synergy_Bliss=-2.28, Synergy_Loewe=9.29, Synergy_HSA=6.82. (5) Cell line: EKVX. Drug 2: C(CCl)NC(=O)N(CCCl)N=O. Drug 1: CC1=C(C=C(C=C1)NC2=NC=CC(=N2)N(C)C3=CC4=NN(C(=C4C=C3)C)C)S(=O)(=O)N.Cl. Synergy scores: CSS=-3.18, Synergy_ZIP=2.59, Synergy_Bliss=0.0695, Synergy_Loewe=-2.59, Synergy_HSA=-3.51. (6) Drug 1: C1=NC2=C(N=C(N=C2N1C3C(C(C(O3)CO)O)O)F)N. Drug 2: CC1CCC2CC(C(=CC=CC=CC(CC(C(=O)C(C(C(=CC(C(=O)CC(OC(=O)C3CCCCN3C(=O)C(=O)C1(O2)O)C(C)CC4CCC(C(C4)OC)O)C)C)O)OC)C)C)C)OC. Cell line: HCT-15. Synergy scores: CSS=4.37, Synergy_ZIP=-4.09, Synergy_Bliss=-0.719, Synergy_Loewe=-17.5, Synergy_HSA=-2.96. (7) Drug 1: C1CN1P(=S)(N2CC2)N3CC3. Drug 2: C1CC(=O)NC(=O)C1N2C(=O)C3=CC=CC=C3C2=O. Cell line: RPMI-8226. Synergy scores: CSS=25.2, Synergy_ZIP=0.187, Synergy_Bliss=6.28, Synergy_Loewe=-6.92, Synergy_HSA=3.06. (8) Synergy scores: CSS=18.5, Synergy_ZIP=-10.8, Synergy_Bliss=-3.24, Synergy_Loewe=-3.99, Synergy_HSA=-1.04. Drug 1: CC1=C(N=C(N=C1N)C(CC(=O)N)NCC(C(=O)N)N)C(=O)NC(C(C2=CN=CN2)OC3C(C(C(C(O3)CO)O)O)OC4C(C(C(C(O4)CO)O)OC(=O)N)O)C(=O)NC(C)C(C(C)C(=O)NC(C(C)O)C(=O)NCCC5=NC(=CS5)C6=NC(=CS6)C(=O)NCCC[S+](C)C)O. Drug 2: CN(CCCl)CCCl.Cl. Cell line: SNB-19.